From a dataset of Forward reaction prediction with 1.9M reactions from USPTO patents (1976-2016). Predict the product of the given reaction. (1) Given the reactants [OH:1][CH2:2][CH2:3][C:4]1[CH:22]=[CH:21][C:7]([O:8][CH2:9][CH2:10][O:11][CH2:12][C:13]2[CH:14]=[C:15]([CH:18]=[CH:19][CH:20]=2)[C:16]#[N:17])=[CH:6][CH:5]=1.C(N(C(C)C)CC)(C)C.[CH3:32][S:33](Cl)(=[O:35])=[O:34], predict the reaction product. The product is: [CH3:32][S:33]([O:1][CH2:2][CH2:3][C:4]1[CH:5]=[CH:6][C:7]([O:8][CH2:9][CH2:10][O:11][CH2:12][C:13]2[CH:20]=[CH:19][CH:18]=[C:15]([C:16]#[N:17])[CH:14]=2)=[CH:21][CH:22]=1)(=[O:35])=[O:34]. (2) The product is: [OH:4][CH2:5][C:6]([N:8]1[CH2:17][CH2:16][C:15]2[C:10](=[CH:11][CH:12]=[C:13]([N:18]3[CH2:22][C@H:21]([CH2:23][NH:24][C:25](=[O:27])[CH3:26])[O:20][C:19]3=[O:28])[CH:14]=2)[CH2:9]1)=[O:7]. Given the reactants C([O:4][CH2:5][C:6]([N:8]1[CH2:17][CH2:16][C:15]2[C:10](=[CH:11][CH:12]=[C:13]([N:18]3[CH2:22][C@H:21]([CH2:23][NH:24][C:25](=[O:27])[CH3:26])[O:20][C:19]3=[O:28])[CH:14]=2)[CH2:9]1)=[O:7])(=O)C.C([O-])([O-])=O.[K+].[K+].Cl, predict the reaction product.